From a dataset of Forward reaction prediction with 1.9M reactions from USPTO patents (1976-2016). Predict the product of the given reaction. (1) The product is: [CH:1]1([C:7]2[CH:40]=[CH:39][C:10]([CH2:11][N:12]([C:28]3[CH:29]=[CH:30][C:31]([OH:38])=[C:32]([CH:37]=3)[C:33]([OH:35])=[O:34])[C:13](=[O:27])[C:14]3[CH:19]=[CH:18][C:17]([O:20][C:21]4[CH:26]=[CH:25][CH:24]=[CH:23][CH:22]=4)=[CH:16][CH:15]=3)=[CH:9][CH:8]=2)[CH2:6][CH2:5][CH2:4][CH2:3][CH2:2]1. Given the reactants [CH:1]1([C:7]2[CH:40]=[CH:39][C:10]([CH2:11][N:12]([C:28]3[CH:29]=[CH:30][C:31]([OH:38])=[C:32]([CH:37]=3)[C:33]([O:35]C)=[O:34])[C:13](=[O:27])[C:14]3[CH:19]=[CH:18][C:17]([O:20][C:21]4[CH:26]=[CH:25][CH:24]=[CH:23][CH:22]=4)=[CH:16][CH:15]=3)=[CH:9][CH:8]=2)[CH2:6][CH2:5][CH2:4][CH2:3][CH2:2]1, predict the reaction product. (2) Given the reactants CCN(C1C=C[C:9]2[CH:12]=[C:13](/[CH:17]=[N:18]\[NH:19][C:20]3[N:25]=CC=CC=3)C([O:16][C:8]=2C=1)=O)CC.[C:26]1([C:35]2[CH:40]=[CH:39][CH:38]=[CH:37][CH:36]=2)[CH:31]=[CH:30][CH:29]=[C:28]([C:32]([OH:34])=O)[CH:27]=1.FC1C=CC=CC=1C1[O:52]C(C(Cl)=O)=CC=1, predict the reaction product. The product is: [O:16]1[CH:8]=[CH:9][CH:12]=[C:13]1[C:17]1[O:52][C:20]([NH:25][C:32]([C:28]2[CH:27]=[C:26]([C:35]3[CH:40]=[CH:39][CH:38]=[CH:37][CH:36]=3)[CH:31]=[CH:30][CH:29]=2)=[O:34])=[N:19][N:18]=1. (3) Given the reactants [CH:1]1[CH:2]=[CH:3][C:4]2[NH:11][C:9](=[O:10])[CH:8]=[C:7]([CH2:12][CH:13]([NH:17][C:18]([C:20]3[CH:21]=[CH:22][C:23]([Cl:26])=[CH:24][CH:25]=3)=[O:19])[C:14]([OH:16])=[O:15])[C:5]=2[CH:6]=1.[N+:27]([C:30]1[CH:31]=[C:32]([CH:35]=[CH:36][CH:37]=1)[CH2:33]Br)([O-:29])=[O:28], predict the reaction product. The product is: [Cl:26][C:23]1[CH:24]=[CH:25][C:20]([C:18]([NH:17][CH:13]([CH2:12][C:7]2[C:5]3[C:4](=[CH:3][CH:2]=[CH:1][CH:6]=3)[NH:11][C:9](=[O:10])[CH:8]=2)[C:14]([O:16][CH2:33][C:32]2[CH:35]=[CH:36][CH:37]=[C:30]([N+:27]([O-:29])=[O:28])[CH:31]=2)=[O:15])=[O:19])=[CH:21][CH:22]=1. (4) Given the reactants Cl[C:2]1[N:7]=[CH:6][N:5]=[C:4]([NH:8][C:9]2[CH:14]=[CH:13][C:12]([N:15]3[CH2:20][CH2:19][N:18]([CH:21]4[CH2:24][O:23][CH2:22]4)[CH2:17][CH2:16]3)=[CH:11][CH:10]=2)[N:3]=1.[N:25]1([C:30]2[CH:37]=[CH:36][C:35](B3OC(C)(C)C(C)(C)O3)=[CH:34][C:31]=2[C:32]#[N:33])[CH2:29][CH2:28][CH2:27][CH2:26]1.C1(P(C2C=CC=CC=2)C2C=CC=CC=2)C=CC=CC=1.C(=O)([O-])[O-].[Na+].[Na+], predict the reaction product. The product is: [O:23]1[CH2:24][CH:21]([N:18]2[CH2:19][CH2:20][N:15]([C:12]3[CH:13]=[CH:14][C:9]([NH:8][C:4]4[N:5]=[CH:6][N:7]=[C:2]([C:35]5[CH:36]=[CH:37][C:30]([N:25]6[CH2:26][CH2:27][CH2:28][CH2:29]6)=[C:31]([CH:34]=5)[C:32]#[N:33])[N:3]=4)=[CH:10][CH:11]=3)[CH2:16][CH2:17]2)[CH2:22]1.